This data is from Forward reaction prediction with 1.9M reactions from USPTO patents (1976-2016). The task is: Predict the product of the given reaction. (1) Given the reactants [O:1]=[S:2]1(=[O:31])[C:7]2[CH:8]=[CH:9][CH:10]=[CH:11][C:6]=2[NH:5][C:4]([C:12]2[C:13](=[O:30])[N:14]([N:23]=[CH:24][C:25]3[S:26][CH:27]=[CH:28][N:29]=3)[C:15]3[C:20]([C:21]=2[OH:22])=[CH:19][CH:18]=[CH:17][CH:16]=3)=[N:3]1.CO.[BH4-].[Li+].Cl, predict the reaction product. The product is: [O:31]=[S:2]1(=[O:1])[C:7]2[CH:8]=[CH:9][CH:10]=[CH:11][C:6]=2[NH:5][C:4]([C:12]2[C:13](=[O:30])[N:14]([NH:23][CH2:24][C:25]3[S:26][CH:27]=[CH:28][N:29]=3)[C:15]3[C:20]([C:21]=2[OH:22])=[CH:19][CH:18]=[CH:17][CH:16]=3)=[N:3]1. (2) Given the reactants [NH2:1][C:2]1[C:3]2[C:10]([C:11]#[C:12][C:13]3[CH:18]=[C:17]([O:19][CH3:20])[CH:16]=[C:15]([O:21][CH3:22])[CH:14]=3)=[CH:9][N:8]([C@@H:23]3[CH2:27][N:26]([C:28](OC(C)(C)C)=[O:29])[C@H:25]([C:35](O)=[O:36])[CH2:24]3)[C:4]=2[N:5]=[CH:6][N:7]=1.CN(C(ON1N=N[C:48]2C=CC=C[C:47]1=2)=[N+](C)C)C.[B-](F)(F)(F)F.[CH3:60][N:61]([CH3:66])[CH2:62][CH2:63][NH:64][CH3:65].CCN(C(C)C)C(C)C, predict the reaction product. The product is: [C:28]([N:26]1[CH2:27][C@@H:23]([N:8]2[C:4]3[N:5]=[CH:6][N:7]=[C:2]([NH2:1])[C:3]=3[C:10]([C:11]#[C:12][C:13]3[CH:14]=[C:15]([O:21][CH3:22])[CH:16]=[C:17]([O:19][CH3:20])[CH:18]=3)=[CH:9]2)[CH2:24][C@H:25]1[C:35]([N:64]([CH2:63][CH2:62][N:61]([CH3:66])[CH3:60])[CH3:65])=[O:36])(=[O:29])[CH:47]=[CH2:48]. (3) The product is: [Cl:8][C:9]1[CH:19]=[CH:18][CH:17]=[C:16]([F:20])[C:10]=1[CH2:11][S:12][CH2:13][CH2:14][NH:15][CH2:2][CH2:1][CH2:7][S:4]([OH:3])(=[O:6])=[O:5]. Given the reactants [CH2:1]1[CH2:7][S:4](=[O:6])(=[O:5])[O:3][CH2:2]1.[Cl:8][C:9]1[CH:19]=[CH:18][CH:17]=[C:16]([F:20])[C:10]=1[CH2:11][S:12][CH2:13][CH2:14][NH2:15], predict the reaction product. (4) Given the reactants CO[C:3]1[CH:4]=[C:5]([C:9]([C:18]2[CH:22]=[CH:21][S:20][CH:19]=2)=[C:10]2[CH2:16][CH:15]3[NH:17][CH:12]([CH2:13][CH2:14]3)[CH2:11]2)[CH:6]=[CH:7][CH:8]=1.[S:23]1[CH:27]=[CH:26][CH:25]=[C:24]1[CH:28]=O.CC1C=CC=CC=1[CH:33]=[O:34], predict the reaction product. The product is: [CH3:33][O:34][C:8]1[CH:7]=[CH:6][C:5]([C:9]([C:18]2[CH:22]=[CH:21][S:20][CH:19]=2)=[C:10]2[CH2:16][CH:15]3[N:17]([CH2:28][C:24]4[S:23][CH:27]=[CH:26][CH:25]=4)[CH:12]([CH2:13][CH2:14]3)[CH2:11]2)=[CH:4][CH:3]=1.